From a dataset of Forward reaction prediction with 1.9M reactions from USPTO patents (1976-2016). Predict the product of the given reaction. Given the reactants [CH2:1]([O:8][C:9]1[CH:10]=[C:11]([OH:15])[CH:12]=[CH:13][CH:14]=1)[C:2]1[CH:7]=[CH:6][CH:5]=[CH:4][CH:3]=1.[I:16]I, predict the reaction product. The product is: [CH2:1]([O:8][C:9]1[CH:14]=[CH:13][C:12]([I:16])=[C:11]([OH:15])[CH:10]=1)[C:2]1[CH:3]=[CH:4][CH:5]=[CH:6][CH:7]=1.